Dataset: Forward reaction prediction with 1.9M reactions from USPTO patents (1976-2016). Task: Predict the product of the given reaction. (1) Given the reactants ClCCl.[OH:4][CH:5]1[CH2:10][CH2:9][N:8]([CH2:11][CH2:12][N:13]2[C:22]3[C:17](=[CH:18][CH:19]=[C:20]([O:23][CH3:24])[CH:21]=3)[N:16]=[CH:15][C:14]2=[O:25])[CH:7]([C:26]([NH:28][CH3:29])=[O:27])[CH2:6]1.CC(OI1(OC(C)=O)(OC(C)=O)OC(=O)C2C=CC=CC1=2)=O.C(=O)([O-])O.[Na+], predict the reaction product. The product is: [CH3:24][O:23][C:20]1[CH:21]=[C:22]2[C:17]([N:16]=[CH:15][C:14](=[O:25])[N:13]2[CH2:12][CH2:11][N:8]2[CH2:9][CH2:10][C:5](=[O:4])[CH2:6][CH:7]2[C:26]([NH:28][CH3:29])=[O:27])=[CH:18][CH:19]=1. (2) Given the reactants C([O:3][C:4]([C:6]1[C:7]2[CH2:8][C@H:9]3[CH2:21][C@H:10]3[C:11]=2[N:12]([C:14]2[N:15]=[N:16][C:17]([Cl:20])=[CH:18][CH:19]=2)[N:13]=1)=[O:5])C.[OH-:22].[Na+].[CH3:24]O, predict the reaction product. The product is: [Cl:20][C:17]1[N:16]=[N:15][C:14]([N:12]2[C:11]3[C@@H:10]4[CH2:21][C@@H:9]4[CH2:8][C:7]=3[C:6]([C:4]([OH:5])=[O:3])=[N:13]2)=[CH:19][CH:18]=1.[CH3:24][O:22][C:17]1[N:16]=[N:15][C:14]([N:12]2[C:11]3[C@@H:10]4[CH2:21][C@@H:9]4[CH2:8][C:7]=3[C:6]([C:4]([OH:3])=[O:5])=[N:13]2)=[CH:19][CH:18]=1.